This data is from Full USPTO retrosynthesis dataset with 1.9M reactions from patents (1976-2016). The task is: Predict the reactants needed to synthesize the given product. (1) Given the product [CH2:1]([O:3][C:4]1[C:8]([CH2:9][CH2:10][CH2:11][O:12][C:24]2[CH:29]=[CH:28][CH:27]=[CH:26][C:25]=2[CH2:30][C:31]([OH:33])=[O:32])=[CH:7][N:6]([C:13]2[CH:18]=[C:17]([C:19]([F:21])([F:20])[F:22])[CH:16]=[CH:15][N:14]=2)[N:5]=1)[CH3:2], predict the reactants needed to synthesize it. The reactants are: [CH2:1]([O:3][C:4]1[C:8]([CH2:9][CH2:10][CH2:11][OH:12])=[CH:7][N:6]([C:13]2[CH:18]=[C:17]([C:19]([F:22])([F:21])[F:20])[CH:16]=[CH:15][N:14]=2)[N:5]=1)[CH3:2].O[C:24]1[CH:29]=[CH:28][CH:27]=[CH:26][C:25]=1[CH2:30][C:31]([O:33]C)=[O:32].C(P(CCCC)CCCC)CCC.N(C(N1CCCCC1)=O)=NC(N1CCCCC1)=O. (2) Given the product [NH2:8][C:9]1[CH:16]=[CH:15][CH:14]=[C:13]([O:6][CH2:5][CH:4]([CH3:7])[CH3:3])[C:10]=1[C:11]#[N:12], predict the reactants needed to synthesize it. The reactants are: [H-].[Na+].[CH3:3][CH:4]([CH3:7])[CH2:5][OH:6].[NH2:8][C:9]1[CH:16]=[CH:15][CH:14]=[C:13](F)[C:10]=1[C:11]#[N:12]. (3) Given the product [N:12]1([C:10]([C:7]2[CH:8]=[C:9]3[C:4]([C:3]([CH:23]=[O:24])=[CH:2][NH:1]3)=[CH:5][CH:6]=2)=[O:11])[CH2:17][CH2:16][O:15][CH2:14][CH2:13]1, predict the reactants needed to synthesize it. The reactants are: [NH:1]1[C:9]2[C:4](=[CH:5][CH:6]=[C:7]([C:10]([N:12]3[CH2:17][CH2:16][O:15][CH2:14][CH2:13]3)=[O:11])[CH:8]=2)[CH:3]=[CH:2]1.P(Cl)(Cl)(Cl)=O.[C:23](=O)([O-])[OH:24].[Na+]. (4) Given the product [C:4]([O:8][C:9]([N:11]([CH2:34][C:35]([O:37][C:38]([CH3:40])([CH3:39])[CH3:41])=[O:36])[C:12]1[CH:17]=[CH:16][CH:15]=[C:14]([CH:18]([S:50]([C:47]2[CH:46]=[CH:45][C:44]([O:43][CH3:42])=[CH:49][CH:48]=2)(=[O:52])=[O:51])[NH:19][CH2:20][C:21]2[CH:26]=[CH:25][C:24]([C:27]([CH3:33])([CH3:32])[CH2:28][CH2:29][CH2:30][CH3:31])=[CH:23][CH:22]=2)[N:13]=1)=[O:10])([CH3:7])([CH3:5])[CH3:6], predict the reactants needed to synthesize it. The reactants are: C(Cl)Cl.[C:4]([O:8][C:9]([N:11]([CH2:34][C:35]([O:37][C:38]([CH3:41])([CH3:40])[CH3:39])=[O:36])[C:12]1[CH:17]=[CH:16][CH:15]=[C:14]([CH2:18][NH:19][CH2:20][C:21]2[CH:26]=[CH:25][C:24]([C:27]([CH3:33])([CH3:32])[CH2:28][CH2:29][CH2:30][CH3:31])=[CH:23][CH:22]=2)[N:13]=1)=[O:10])([CH3:7])([CH3:6])[CH3:5].[CH3:42][O:43][C:44]1[CH:49]=[CH:48][C:47]([S:50](Cl)(=[O:52])=[O:51])=[CH:46][CH:45]=1.C(N(CC)CC)C.